From a dataset of Forward reaction prediction with 1.9M reactions from USPTO patents (1976-2016). Predict the product of the given reaction. (1) The product is: [CH3:6][N:5]([CH2:4][C:2]([O-:3])=[O:1])[C:7]([NH2:9])=[NH:8].[K+:11]. Given the reactants [O:1]=[C:2]([CH2:4][N:5]([C:7](=[NH:9])[NH2:8])[CH3:6])[OH:3].[OH-].[K+:11], predict the reaction product. (2) Given the reactants [CH3:1][C:2]1[CH:7]=[CH:6][C:5]([NH:8][C:9]([C:11]2[CH:15]=[CH:14][S:13][CH:12]=2)=[O:10])=[CH:4][C:3]=1B1OC(C)(C)C(C)(C)O1.C(=O)([O-])[O-].[Na+].[Na+].Br[C:32]1[CH:46]=[CH:45][C:35]2[C:36]([CH:39]3[CH2:44][CH2:43][NH:42][CH2:41][CH2:40]3)=[N:37][O:38][C:34]=2[CH:33]=1, predict the reaction product. The product is: [CH3:1][C:2]1[CH:7]=[CH:6][C:5]([NH:8][C:9]([C:11]2[CH:15]=[CH:14][S:13][CH:12]=2)=[O:10])=[CH:4][C:3]=1[C:32]1[CH:46]=[CH:45][C:35]2[C:36]([CH:39]3[CH2:40][CH2:41][NH:42][CH2:43][CH2:44]3)=[N:37][O:38][C:34]=2[CH:33]=1. (3) Given the reactants [N+:1]([C:4]1[CH:5]=[C:6]([C:10]2[C:18]3[O:17][CH2:16][CH:15]([C:19]4[CH:24]=[CH:23][C:22]([CH:25]([CH3:27])[CH3:26])=[CH:21][CH:20]=4)[C:14]=3[C:13]([CH3:28])=[C:12]([NH:29][C:30](=[O:36])[CH2:31][C:32]([CH3:35])([CH3:34])[CH3:33])[C:11]=2[CH3:37])[CH:7]=[CH:8][CH:9]=1)([O-])=O.C([O-])=O.[NH4+], predict the reaction product. The product is: [NH2:1][C:4]1[CH:5]=[C:6]([C:10]2[C:18]3[O:17][CH2:16][CH:15]([C:19]4[CH:24]=[CH:23][C:22]([CH:25]([CH3:26])[CH3:27])=[CH:21][CH:20]=4)[C:14]=3[C:13]([CH3:28])=[C:12]([NH:29][C:30](=[O:36])[CH2:31][C:32]([CH3:35])([CH3:34])[CH3:33])[C:11]=2[CH3:37])[CH:7]=[CH:8][CH:9]=1.